Task: Regression. Given two drug SMILES strings and cell line genomic features, predict the synergy score measuring deviation from expected non-interaction effect.. Dataset: NCI-60 drug combinations with 297,098 pairs across 59 cell lines Drug 1: COC1=NC(=NC2=C1N=CN2C3C(C(C(O3)CO)O)O)N. Drug 2: CC(C)NC(=O)C1=CC=C(C=C1)CNNC.Cl. Cell line: COLO 205. Synergy scores: CSS=-1.66, Synergy_ZIP=4.42, Synergy_Bliss=7.99, Synergy_Loewe=3.03, Synergy_HSA=0.976.